This data is from Full USPTO retrosynthesis dataset with 1.9M reactions from patents (1976-2016). The task is: Predict the reactants needed to synthesize the given product. (1) Given the product [CH2:1]([N:8]1[C:16]2[C:11](=[CH:12][C:13]([NH:17][C:18]3[C:19]([C:27]([OH:29])=[O:28])=[N:20][C:21]([CH:24]4[CH2:25][CH2:26]4)=[CH:22][CH:23]=3)=[CH:14][CH:15]=2)[CH:10]=[CH:9]1)[C:2]1[CH:7]=[CH:6][CH:5]=[CH:4][CH:3]=1, predict the reactants needed to synthesize it. The reactants are: [CH2:1]([N:8]1[C:16]2[C:11](=[CH:12][C:13]([NH:17][C:18]3[C:19]([C:27]([O:29]C)=[O:28])=[N:20][C:21]([CH:24]4[CH2:26][CH2:25]4)=[CH:22][CH:23]=3)=[CH:14][CH:15]=2)[CH:10]=[CH:9]1)[C:2]1[CH:7]=[CH:6][CH:5]=[CH:4][CH:3]=1.[OH-].[Na+]. (2) Given the product [N:30]([CH2:11][CH2:12][C:13]1[O:14][C:15]2[CH:21]=[CH:20][C:19]([C:22]3[CH:27]=[CH:26][C:25]([C:28]#[N:29])=[CH:24][CH:23]=3)=[CH:18][C:16]=2[CH:17]=1)=[N+:31]=[N-:32], predict the reactants needed to synthesize it. The reactants are: CS(O)(=O)=O.CS(O[CH2:11][CH2:12][C:13]1[O:14][C:15]2[CH:21]=[CH:20][C:19]([C:22]3[CH:27]=[CH:26][C:25]([C:28]#[N:29])=[CH:24][CH:23]=3)=[CH:18][C:16]=2[CH:17]=1)(=O)=O.[N-:30]=[N+:31]=[N-:32].[Na+].ClCCl.